From a dataset of M1 muscarinic receptor agonist screen with 61,833 compounds. Binary Classification. Given a drug SMILES string, predict its activity (active/inactive) in a high-throughput screening assay against a specified biological target. The compound is Oc1c2c3n(CCCc3ccc2)c(=O)c1C(=O)NCc1cc(OC)c(OC)cc1. The result is 0 (inactive).